From a dataset of Forward reaction prediction with 1.9M reactions from USPTO patents (1976-2016). Predict the product of the given reaction. (1) Given the reactants [CH3:1][O:2][CH:3]([O:12][CH3:13])[C:4]([CH:6]1[CH2:10][CH2:9][CH2:8][C:7]1=O)=O.O.[NH2:15][NH2:16], predict the reaction product. The product is: [CH3:1][O:2][CH:3]([O:12][CH3:13])[C:4]1[C:6]2[CH2:10][CH2:9][CH2:8][C:7]=2[NH:16][N:15]=1. (2) Given the reactants [F:1][C:2]1[CH:3]=[C:4]([CH:18]=[CH:19][C:20]=1[F:21])[CH2:5][CH:6]1[C:13]2[CH:12]=[C:11]([C:14]([O:16]C)=[O:15])[NH:10][C:9]=2[CH2:8][CH2:7]1.[OH-].[Li+].CO, predict the reaction product. The product is: [F:1][C:2]1[CH:3]=[C:4]([CH:18]=[CH:19][C:20]=1[F:21])[CH2:5][CH:6]1[C:13]2[CH:12]=[C:11]([C:14]([OH:16])=[O:15])[NH:10][C:9]=2[CH2:8][CH2:7]1.